This data is from Catalyst prediction with 721,799 reactions and 888 catalyst types from USPTO. The task is: Predict which catalyst facilitates the given reaction. (1) Reactant: [NH2:1][C:2]1[N:6]([C:7]2[CH:8]=[C:9]([OH:14])[CH:10]=[C:11]([Cl:13])[CH:12]=2)[N:5]=[C:4]([C:15]([CH3:18])([CH3:17])[CH3:16])[CH:3]=1.N1C=CN=C1.[C:24]([Si:28]([CH3:31])([CH3:30])Cl)([CH3:27])([CH3:26])[CH3:25]. Product: [C:15]([C:4]1[CH:3]=[C:2]([NH2:1])[N:6]([C:7]2[CH:12]=[C:11]([Cl:13])[CH:10]=[C:9]([O:14][Si:28]([C:24]([CH3:27])([CH3:26])[CH3:25])([CH3:31])[CH3:30])[CH:8]=2)[N:5]=1)([CH3:18])([CH3:17])[CH3:16]. The catalyst class is: 18. (2) Reactant: Cl[C:2]1[CH:7]=[C:6]([Cl:8])[N:5]=[C:4]([S:9][CH3:10])[N:3]=1.CCN(C(C)C)C(C)C.[NH:20]1[CH2:25][CH2:24][O:23][CH2:22][CH2:21]1.O. Product: [Cl:8][C:6]1[N:5]=[C:4]([S:9][CH3:10])[N:3]=[C:2]([N:20]2[CH2:25][CH2:24][O:23][CH2:22][CH2:21]2)[CH:7]=1. The catalyst class is: 1.